From a dataset of Full USPTO retrosynthesis dataset with 1.9M reactions from patents (1976-2016). Predict the reactants needed to synthesize the given product. (1) Given the product [C:50]([O:54][CH2:55][CH2:56][O:57][C:48](=[O:49])[NH:47][C:41]1[CH:46]=[CH:45][CH:44]=[CH:43][CH:42]=1)(=[O:53])[CH:51]=[CH2:52], predict the reactants needed to synthesize it. The reactants are: C(C1C=C(C)C=C(C(C)(C)C)C=1O)(C)(C)C.CN(CCCN1CN(CCCN(C)C)CN(CCCN(C)C)C1)C.[C:41]1([N:47]=[C:48]=[O:49])[CH:46]=[CH:45][CH:44]=[CH:43][CH:42]=1.[C:50]([O:54][CH2:55][CH2:56][OH:57])(=[O:53])[CH:51]=[CH2:52].[N-]=C=O. (2) Given the product [CH3:15][O:14][C:8]1[CH:9]=[C:10]([O:12][CH3:13])[CH:11]=[C:2]2[C:3]=1[C:4](=[O:5])[NH:21][CH:20]=[N:1]2, predict the reactants needed to synthesize it. The reactants are: [NH2:1][C:2]1[CH:11]=[C:10]([O:12][CH3:13])[CH:9]=[C:8]([O:14][CH3:15])[C:3]=1[C:4](OC)=[O:5].C(O)(=O)C.[CH:20](N)=[NH:21]. (3) Given the product [CH3:40][O:39][C:36]1[CH:35]=[CH:34][C:33]([C:32]([NH:16][C:10]2[O:11][CH2:12][C:13]([F:14])([F:15])[C@:8]([C:6]3[C:5]([F:18])=[CH:4][CH:3]=[C:2]([Br:1])[N:7]=3)([CH3:17])[N:9]=2)([C:31]2[CH:30]=[CH:29][C:28]([O:27][CH3:26])=[CH:49][CH:48]=2)[C:41]2[CH:46]=[CH:45][CH:44]=[CH:43][CH:42]=2)=[CH:38][CH:37]=1, predict the reactants needed to synthesize it. The reactants are: [Br:1][C:2]1[N:7]=[C:6]([C@:8]2([CH3:17])[C:13]([F:15])([F:14])[CH2:12][O:11][C:10]([NH2:16])=[N:9]2)[C:5]([F:18])=[CH:4][CH:3]=1.C(N(CC)CC)C.[CH3:26][O:27][C:28]1[CH:49]=[CH:48][C:31]([C:32](Cl)([C:41]2[CH:46]=[CH:45][CH:44]=[CH:43][CH:42]=2)[C:33]2[CH:38]=[CH:37][C:36]([O:39][CH3:40])=[CH:35][CH:34]=2)=[CH:30][CH:29]=1. (4) Given the product [CH3:1][C:2]1[O:6][N:5]=[C:4]([C:7]2[CH:8]=[CH:9][CH:10]=[CH:11][CH:12]=2)[C:3]=1[CH2:13][O:14][C:15]1[CH:23]=[CH:22][C:18]([C:19]([NH:62][CH:59]2[CH2:60][CH2:61][N:56]([CH3:55])[CH2:57][CH2:58]2)=[O:21])=[CH:17][N:16]=1, predict the reactants needed to synthesize it. The reactants are: [CH3:1][C:2]1[O:6][N:5]=[C:4]([C:7]2[CH:12]=[CH:11][CH:10]=[CH:9][CH:8]=2)[C:3]=1[CH2:13][O:14][C:15]1[CH:23]=[CH:22][C:18]([C:19]([OH:21])=O)=[CH:17][N:16]=1.F[B-](F)(F)F.N1(OC(N(C)C)=[N+](C)C)C2C=CC=CC=2N=N1.C(N(CC)C(C)C)(C)C.[CH3:55][N:56]1[CH2:61][CH2:60][CH:59]([NH2:62])[CH2:58][CH2:57]1. (5) Given the product [Cl:1][C:2]1[CH:7]=[CH:6][N:5]2[N:8]=[CH:9][C:10]([CH:21]=[O:22])=[C:4]2[N:3]=1, predict the reactants needed to synthesize it. The reactants are: [Cl:1][C:2]1[CH:7]=[CH:6][N:5]2[N:8]=[CH:9][CH:10]=[C:4]2[N:3]=1.O=P(Cl)(Cl)Cl.[OH-].[Na+].CN([CH:21]=[O:22])C. (6) Given the product [CH3:17][O:1][C:2]1[C:11]([N+:12]([O-:14])=[O:13])=[CH:10][CH:9]=[CH:8][C:3]=1[C:4]([OH:6])=[O:5], predict the reactants needed to synthesize it. The reactants are: [OH:1][C:2]1[C:11]([N+:12]([O-:14])=[O:13])=[CH:10][CH:9]=[CH:8][C:3]=1[C:4]([O:6]C)=[O:5].[OH-].[Na+].[CH3:17]O.